From a dataset of Full USPTO retrosynthesis dataset with 1.9M reactions from patents (1976-2016). Predict the reactants needed to synthesize the given product. (1) Given the product [OH:40][C:27]1[C:26](=[O:25])[N:15]([C:16]2[N:17]=[N:18][C:19]([CH3:22])=[CH:20][CH:21]=2)[CH:11]([C:10]2[CH:13]=[CH:14][C:7]([C:5]3[O:6][C:2]([CH3:1])=[N:3][N:4]=3)=[CH:8][CH:9]=2)[C:28]=1[C:29](=[O:30])[C:31]1[CH:36]=[CH:35][C:34]([CH:37]([CH3:39])[CH3:38])=[CH:33][CH:32]=1, predict the reactants needed to synthesize it. The reactants are: [CH3:1][C:2]1[O:6][C:5]([C:7]2[CH:14]=[CH:13][C:10]([CH:11]=O)=[CH:9][CH:8]=2)=[N:4][N:3]=1.[NH2:15][C:16]1[N:17]=[N:18][C:19]([CH3:22])=[CH:20][CH:21]=1.C([O:25][C:26](=O)[C:27]([OH:40])=[CH:28][C:29]([C:31]1[CH:36]=[CH:35][C:34]([CH:37]([CH3:39])[CH3:38])=[CH:33][CH:32]=1)=[O:30])C. (2) Given the product [C:12]([O:16][C:17](=[O:38])[NH:18][C:19](=[NH:20])[C:21]1[S:22][C:23]([S:36][CH3:37])=[C:24]([S:26]([C:29]2[CH:30]=[C:31]([C:4]3[CH:5]=[CH:6][CH:7]=[CH:8][C:3]=3[CH:1]=[CH2:2])[CH:32]=[CH:33][CH:34]=2)(=[O:28])=[O:27])[CH:25]=1)([CH3:15])([CH3:14])[CH3:13], predict the reactants needed to synthesize it. The reactants are: [CH:1]([C:3]1[CH:8]=[CH:7][CH:6]=[CH:5][C:4]=1B(O)O)=[CH2:2].[C:12]([O:16][C:17](=[O:38])[NH:18][C:19]([C:21]1[S:22][C:23]([S:36][CH3:37])=[C:24]([S:26]([C:29]2[CH:34]=[CH:33][CH:32]=[C:31](Br)[CH:30]=2)(=[O:28])=[O:27])[CH:25]=1)=[NH:20])([CH3:15])([CH3:14])[CH3:13].C([O-])([O-])=O.[Na+].[Na+]. (3) Given the product [Cl:1][C:2]1[N:3]=[C:4]2[N:12]([CH2:24][C:25]([C:27]3[C:28]([CH3:33])=[N:29][O:30][C:31]=3[CH3:32])=[O:26])[C@H:11]([C:13]([F:14])([F:15])[F:16])[CH2:10][CH2:9][N:5]2[C:6](=[O:8])[CH:7]=1, predict the reactants needed to synthesize it. The reactants are: [Cl:1][C:2]1[N:3]=[C:4]2[NH:12][C@H:11]([C:13]([F:16])([F:15])[F:14])[CH2:10][CH2:9][N:5]2[C:6](=[O:8])[CH:7]=1.C(=O)([O-])[O-].[Cs+].[Cs+].Br[CH2:24][C:25]([C:27]1[C:28]([CH3:33])=[N:29][O:30][C:31]=1[CH3:32])=[O:26]. (4) Given the product [N:10]1[C:11]2[C:12](=[CH:13][N:14]=[CH:15][CH:16]=2)[C:6]([OH:8])=[CH:5][CH:9]=1, predict the reactants needed to synthesize it. The reactants are: CC1(C)O[C:6](=[O:8])[C:5](=[CH:9][NH:10][C:11]2[CH:16]=[CH:15][N:14]=[CH:13][CH:12]=2)C(=O)O1.CCCCCC. (5) Given the product [S:2]1[CH:6]=[CH:5][N:4]=[C:3]1[CH:7]1[N:9]=[C:13]([C:12]2[CH:15]=[CH:16][C:17]([F:19])=[CH:18][C:11]=2[Cl:10])[C:21]2[C:22](=[O:26])[CH2:23][CH2:24][CH2:25][C:20]=2[NH:8]1, predict the reactants needed to synthesize it. The reactants are: Cl.[S:2]1[CH:6]=[CH:5][N:4]=[C:3]1[C:7]([NH2:9])=[NH:8].[Cl:10][C:11]1[CH:18]=[C:17]([F:19])[CH:16]=[CH:15][C:12]=1[CH:13]=O.[C:20]1(=O)[CH2:25][CH2:24][CH2:23][C:22](=[O:26])[CH2:21]1.C([O-])(=O)C.[Na+].Cl. (6) Given the product [Br:1][C:2]1[O:6][C:5]([C:7]2[N:16]([CH2:18][C:19]([O:21][CH2:22][CH3:23])=[O:20])[N:17]=[C:9]([C:10]([F:13])([F:12])[F:11])[CH:8]=2)=[CH:4][CH:3]=1, predict the reactants needed to synthesize it. The reactants are: [Br:1][C:2]1[O:6][C:5]([C:7](=O)[CH2:8][C:9](=O)[C:10]([F:13])([F:12])[F:11])=[CH:4][CH:3]=1.[NH:16]([CH2:18][C:19]([O:21][CH2:22][CH3:23])=[O:20])[NH2:17]. (7) Given the product [CH2:1]([O:3][C:4](=[O:26])[CH2:5][N:6]1[CH:10]([C:11]2[CH:16]=[CH:15][C:14]([C:39]3[C:33]4[O:32][C:31]5[CH:30]=[CH:29][CH:28]=[CH:27][C:35]=5[C:34]=4[CH:36]=[CH:37][CH:38]=3)=[CH:13][CH:12]=2)[CH2:9][C:8]([C:18]2[CH:23]=[CH:22][C:21]([O:24][CH3:25])=[CH:20][CH:19]=2)=[N:7]1)[CH3:2], predict the reactants needed to synthesize it. The reactants are: [CH2:1]([O:3][C:4](=[O:26])[CH2:5][N:6]1[CH:10]([C:11]2[CH:16]=[CH:15][C:14](Br)=[CH:13][CH:12]=2)[CH2:9][C:8]([C:18]2[CH:23]=[CH:22][C:21]([O:24][CH3:25])=[CH:20][CH:19]=2)=[N:7]1)[CH3:2].[CH:27]1[C:35]2[C:34]3[CH:36]=[CH:37][CH:38]=[CH:39][C:33]=3[O:32][C:31]=2[C:30](B(O)O)=[CH:29][CH:28]=1.C([O-])([O-])=O.[K+].[K+]. (8) Given the product [Cl:1][C:2]1[CH:3]=[CH:4][C:5]([F:18])=[C:6]([C:8]2[N:9]=[C:10]([NH:65][C:66]3[CH:71]=[CH:70][N:69]=[CH:68][C:67]=3[CH3:72])[C:11]3[O:16][CH2:15][CH2:14][C:12]=3[N:13]=2)[CH:7]=1, predict the reactants needed to synthesize it. The reactants are: [Cl:1][C:2]1[CH:3]=[CH:4][C:5]([F:18])=[C:6]([C:8]2[N:9]=[C:10](I)[C:11]3[O:16][CH2:15][CH2:14][C:12]=3[N:13]=2)[CH:7]=1.C1C=CC(P(C2C(C3C(P(C4C=CC=CC=4)C4C=CC=CC=4)=CC=C4C=3C=CC=C4)=C3C(C=CC=C3)=CC=2)C2C=CC=CC=2)=CC=1.[NH2:65][C:66]1[CH:71]=[CH:70][N:69]=[CH:68][C:67]=1[CH3:72].C([O-])([O-])=O.[Cs+].[Cs+]. (9) Given the product [CH2:1]([O:3][C:4](=[O:12])[CH2:5][CH:6]1[CH2:11][CH2:10][N:9]([S:14]([CH3:13])(=[O:16])=[O:15])[CH2:8][CH2:7]1)[CH3:2], predict the reactants needed to synthesize it. The reactants are: [CH2:1]([O:3][C:4](=[O:12])[CH2:5][CH:6]1[CH2:11][CH2:10][NH:9][CH2:8][CH2:7]1)[CH3:2].[CH3:13][S:14](Cl)(=[O:16])=[O:15]. (10) Given the product [CH2:1]([O:3][C:4](=[O:25])[CH2:5][C:6]1[C:10]2[CH:9]=[CH:14][C:13]([O:15][CH2:16][C:17]3[CH:22]=[CH:21][C:20]([Cl:23])=[CH:19][C:18]=3[Cl:24])=[CH:12][C:11]=2[S:38](=[O:40])(=[O:37])[CH:7]=1)[CH3:2], predict the reactants needed to synthesize it. The reactants are: [CH2:1]([O:3][C:4](=[O:25])[CH2:5][C:6]1[C:10]2[CH:11]=[CH:12][C:13]([O:15][CH2:16][C:17]3[CH:22]=[CH:21][C:20]([Cl:23])=[CH:19][C:18]=3[Cl:24])=[CH:14][C:9]=2S[CH:7]=1)[CH3:2].C1C=C(Cl)C=C(C(OO)=O)C=1.[O-:37][S:38]([O-:40])=O.[Na+].[Na+].